From a dataset of NCI-60 drug combinations with 297,098 pairs across 59 cell lines. Regression. Given two drug SMILES strings and cell line genomic features, predict the synergy score measuring deviation from expected non-interaction effect. (1) Drug 1: CC12CCC3C(C1CCC2=O)CC(=C)C4=CC(=O)C=CC34C. Drug 2: C1=CN(C(=O)N=C1N)C2C(C(C(O2)CO)O)O.Cl. Cell line: UACC62. Synergy scores: CSS=33.7, Synergy_ZIP=-6.16, Synergy_Bliss=-3.60, Synergy_Loewe=-15.7, Synergy_HSA=-1.95. (2) Drug 1: CN1CCC(CC1)COC2=C(C=C3C(=C2)N=CN=C3NC4=C(C=C(C=C4)Br)F)OC. Drug 2: C#CCC(CC1=CN=C2C(=N1)C(=NC(=N2)N)N)C3=CC=C(C=C3)C(=O)NC(CCC(=O)O)C(=O)O. Cell line: M14. Synergy scores: CSS=2.27, Synergy_ZIP=-0.113, Synergy_Bliss=0.727, Synergy_Loewe=-7.96, Synergy_HSA=-2.03. (3) Drug 1: CC(C1=C(C=CC(=C1Cl)F)Cl)OC2=C(N=CC(=C2)C3=CN(N=C3)C4CCNCC4)N. Drug 2: CC1C(C(CC(O1)OC2CC(CC3=C2C(=C4C(=C3O)C(=O)C5=C(C4=O)C(=CC=C5)OC)O)(C(=O)C)O)N)O.Cl. Cell line: UACC-257. Synergy scores: CSS=7.36, Synergy_ZIP=1.63, Synergy_Bliss=3.39, Synergy_Loewe=-2.69, Synergy_HSA=1.16. (4) Drug 1: CN(C)N=NC1=C(NC=N1)C(=O)N. Drug 2: B(C(CC(C)C)NC(=O)C(CC1=CC=CC=C1)NC(=O)C2=NC=CN=C2)(O)O. Cell line: UACC-257. Synergy scores: CSS=2.70, Synergy_ZIP=4.23, Synergy_Bliss=11.3, Synergy_Loewe=6.19, Synergy_HSA=5.47. (5) Drug 1: C1=CC(=C2C(=C1NCCNCCO)C(=O)C3=C(C=CC(=C3C2=O)O)O)NCCNCCO. Drug 2: C1CCC(CC1)NC(=O)N(CCCl)N=O. Cell line: SF-268. Synergy scores: CSS=27.4, Synergy_ZIP=-8.87, Synergy_Bliss=-9.92, Synergy_Loewe=-12.5, Synergy_HSA=-5.77. (6) Drug 2: CC1=C(C(=CC=C1)Cl)NC(=O)C2=CN=C(S2)NC3=CC(=NC(=N3)C)N4CCN(CC4)CCO. Drug 1: C1CCC(C1)C(CC#N)N2C=C(C=N2)C3=C4C=CNC4=NC=N3. Synergy scores: CSS=39.0, Synergy_ZIP=-2.72, Synergy_Bliss=9.00, Synergy_Loewe=10.6, Synergy_HSA=12.1. Cell line: UO-31.